Predict the reaction yield, written as a fraction of the theoretical maximum amount of product (1.0 means a 100% yield; for example, 0.34 means a 34% yield). From a dataset of Reaction yield outcomes from USPTO patents with 853,638 reactions. (1) The reactants are [N+:1]([C:4]1[CH:5]=[C:6]([C:10]2([C:13]#[N:14])[CH2:12][CH2:11]2)[CH:7]=[CH:8][CH:9]=1)([O-])=O. The catalyst is CO.[Pd]. The product is [NH2:1][C:4]1[CH:5]=[C:6]([C:10]2([C:13]#[N:14])[CH2:11][CH2:12]2)[CH:7]=[CH:8][CH:9]=1. The yield is 0.880. (2) The yield is 0.650. The product is [C:12]1([CH3:15])[CH:13]=[CH:14][CH:9]=[CH:10][C:11]=1[NH:69][C:29]1[CH:30]=[CH:25][CH:26]=[CH:27][C:28]=1[CH3:31]. The reactants are O([C:9]1[CH:14]=[CH:13][C:12]([CH3:15])=[CH:11][CH:10]=1)S(C(F)(F)F)(=O)=O.[O-]S(C(F)(F)F)(=O)=O.N[C:25]1[CH:30]=[CH:29][C:28]([CH3:31])=[CH:27][CH:26]=1.P([O-])([O-])([O-])=O.[K+].[K+].[K+].C1(C(C2C=CC=CC=2)=C(P(C2CCCCC2)C2CCCCC2)C)C=CC=CC=1.[Cl-].[NH4+:69]. The catalyst is C1C=CC(/C=C/C(/C=C/C2C=CC=CC=2)=O)=CC=1.C1C=CC(/C=C/C(/C=C/C2C=CC=CC=2)=O)=CC=1.C1C=CC(/C=C/C(/C=C/C2C=CC=CC=2)=O)=CC=1.[Pd].[Pd].O1CCOCC1. (3) The reactants are [Cl:1][C:2]1[CH:3]=[C:4]([N:10]2[CH:22]([CH:23]3[CH2:27][CH2:26][CH2:25][CH2:24]3)[CH:21]3[C:12]([C:13]4[CH:14]=[CH:15][C:16]([C:28](O)=[O:29])=[N:17][C:18]=4[CH2:19][CH2:20]3)=[N:11]2)[CH:5]=[CH:6][C:7]=1[C:8]#[N:9].[CH3:31][N:32]([CH3:37])[CH2:33][CH2:34][NH:35][CH3:36].CCN(C(C)C)C(C)C.CN(C(ON1N=NC2C=CC=NC1=2)=[N+](C)C)C.F[P-](F)(F)(F)(F)F. The catalyst is ClCCl.O.CN(C=O)C. The product is [Cl:1][C:2]1[CH:3]=[C:4]([N:10]2[CH:22]([CH:23]3[CH2:27][CH2:26][CH2:25][CH2:24]3)[CH:21]3[C:12]([C:13]4[CH:14]=[CH:15][C:16]([C:28]([N:35]([CH2:34][CH2:33][N:32]([CH3:37])[CH3:31])[CH3:36])=[O:29])=[N:17][C:18]=4[CH2:19][CH2:20]3)=[N:11]2)[CH:5]=[CH:6][C:7]=1[C:8]#[N:9]. The yield is 0.387. (4) The reactants are [NH2:1][C:2]1[CH:7]=[CH:6][C:5]([NH:8][S:9]([CH3:12])(=[O:11])=[O:10])=[CH:4][C:3]=1[S:13]([NH2:16])(=[O:15])=[O:14].Cl[C:18](=[O:24])[CH2:19][C:20]([O:22][CH3:23])=[O:21]. The catalyst is O1CCCC1. The product is [CH3:23][O:22][C:20](=[O:21])[CH2:19][C:18]([NH:1][C:2]1[CH:7]=[CH:6][C:5]([NH:8][S:9]([CH3:12])(=[O:10])=[O:11])=[CH:4][C:3]=1[S:13](=[O:14])(=[O:15])[NH2:16])=[O:24]. The yield is 0.720.